Dataset: Catalyst prediction with 721,799 reactions and 888 catalyst types from USPTO. Task: Predict which catalyst facilitates the given reaction. (1) Reactant: [CH2:1]([OH:7])[CH2:2][CH2:3]/[CH:4]=[CH:5]\[CH3:6].[H-].[Na+].Cl[S:11]([N:14]=C=O)(=[O:13])=[O:12].C(O)=O. Product: [S:11](=[O:13])(=[O:12])([O:7][CH2:1][CH2:2][CH2:3]/[CH:4]=[CH:5]\[CH3:6])[NH2:14]. The catalyst class is: 705. (2) Reactant: O.[OH-].[Li+].OO.C([C@@H]1COC(=O)N1[C:19]([CH:21]1[CH2:26][N:25]([CH2:27][C:28]2[CH:33]=[CH:32][C:31]([O:34][CH3:35])=[CH:30][C:29]=2[O:36][CH3:37])[C:24](=[O:38])[CH2:23][CH2:22]1)=[O:20])C1C=CC=CC=1.S([O-])(O)=[O:40].[Na+]. Product: [CH3:37][O:36][C:29]1[CH:30]=[C:31]([O:34][CH3:35])[CH:32]=[CH:33][C:28]=1[CH2:27][N:25]1[C:24](=[O:38])[CH2:23][CH2:22][CH:21]([C:19]([OH:20])=[O:40])[CH2:26]1. The catalyst class is: 132. (3) Reactant: CN.[CH2:3]([N:5](CC)CC)C.[F:10][C:11]1[CH:16]=[CH:15][C:14]([S:17](Cl)(=[O:19])=[O:18])=[CH:13][CH:12]=1.C(Cl)Cl. Product: [CH3:3][NH:5][S:17]([C:14]1[CH:15]=[CH:16][C:11]([F:10])=[CH:12][CH:13]=1)(=[O:19])=[O:18]. The catalyst class is: 7. (4) Reactant: [Br:1][C:2]1[C:10]2[C:5](=[N:6][CH:7]=[C:8]([C:12]3[CH:17]=[CH:16][CH:15]=[CH:14][CH:13]=3)[C:9]=2[Cl:11])[NH:4][CH:3]=1.[H-].[Na+].[C:20]1([S:26](Cl)(=[O:28])=[O:27])[CH:25]=[CH:24][CH:23]=[CH:22][CH:21]=1.O. Product: [Br:1][C:2]1[C:10]2[C:5](=[N:6][CH:7]=[C:8]([C:12]3[CH:17]=[CH:16][CH:15]=[CH:14][CH:13]=3)[C:9]=2[Cl:11])[N:4]([S:26]([C:20]2[CH:25]=[CH:24][CH:23]=[CH:22][CH:21]=2)(=[O:28])=[O:27])[CH:3]=1. The catalyst class is: 3. (5) Reactant: [CH3:1][O:2][C@H:3]([CH3:52])[C@H:4]([NH:47][C:48](=[O:51])[O:49][CH3:50])[C:5]([N:7]1[C@@H:11]([CH3:12])[CH2:10][CH2:9][C@H:8]1[C:13]1[NH:17][C:16]2[C:18]3[C:23]([CH:24]=[CH:25][C:15]=2[N:14]=1)=[CH:22][C:21]1[C:26]2[C:31]([CH2:32][O:33][C:20]=1[CH:19]=3)=[CH:30][C:29]([C:34]1[NH:38][C:37]([C@@H:39]3[CH2:43][C@H:42]([CH2:44][O:45][CH3:46])[CH2:41][NH:40]3)=[N:36][CH:35]=1)=[CH:28][CH:27]=2)=[O:6].[CH3:53][O:54][C:55]([NH:57][C@@H:58]([CH:62]([CH3:64])[CH3:63])[C:59](O)=[O:60])=[O:56].CN(C(ON1N=NC2C=CC=NC1=2)=[N+](C)C)C.F[P-](F)(F)(F)(F)F.CCN(C(C)C)C(C)C. Product: [CH3:1][O:2][C@H:3]([CH3:52])[C@H:4]([NH:47][C:48]([O:49][CH3:50])=[O:51])[C:5]([N:7]1[C@@H:11]([CH3:12])[CH2:10][CH2:9][C@H:8]1[C:13]1[NH:17][C:16]2[C:18]3[C:23]([CH:24]=[CH:25][C:15]=2[N:14]=1)=[CH:22][C:21]1[C:26]2[C:31]([CH2:32][O:33][C:20]=1[CH:19]=3)=[CH:30][C:29]([C:34]1[NH:38][C:37]([C@@H:39]3[CH2:43][C@H:42]([CH2:44][O:45][CH3:46])[CH2:41][N:40]3[C:59](=[O:60])[C@@H:58]([NH:57][C:55](=[O:56])[O:54][CH3:53])[CH:62]([CH3:64])[CH3:63])=[N:36][CH:35]=1)=[CH:28][CH:27]=2)=[O:6]. The catalyst class is: 3. (6) Reactant: [CH3:1][C:2]1[CH:7]=[CH:6][N:5]=[C:4]([NH2:8])[C:3]=1[NH2:9].[F:10][C:11]1[CH:19]=[C:18]([F:20])[CH:17]=[CH:16][C:12]=1[C:13](O)=O.[OH-].[Na+]. Product: [F:10][C:11]1[CH:19]=[C:18]([F:20])[CH:17]=[CH:16][C:12]=1[C:13]1[NH:8][C:4]2=[N:5][CH:6]=[CH:7][C:2]([CH3:1])=[C:3]2[N:9]=1. The catalyst class is: 6. (7) Reactant: [Br:1][C:2]1[CH:7]=[C:6]([F:8])[CH:5]=[CH:4][C:3]=1[OH:9].C(=O)([O-])[O-].[K+].[K+].Br[CH:17]([CH3:23])[C:18]([O:20][CH2:21][CH3:22])=[O:19].[I-].[K+]. Product: [Br:1][C:2]1[CH:7]=[C:6]([F:8])[CH:5]=[CH:4][C:3]=1[O:9][CH:17]([CH3:23])[C:18]([O:20][CH2:21][CH3:22])=[O:19]. The catalyst class is: 20.